Dataset: Full USPTO retrosynthesis dataset with 1.9M reactions from patents (1976-2016). Task: Predict the reactants needed to synthesize the given product. (1) Given the product [CH:21]1([NH:1][C:2]2[CH:3]=[CH:4][C:5]3[O:10][C:9]([CH3:12])([CH3:11])[C:8](=[O:13])[N:7]([CH2:14][CH2:15][CH2:16][O:17][CH3:18])[C:6]=3[CH:19]=2)[CH2:20][CH2:25]1, predict the reactants needed to synthesize it. The reactants are: [NH2:1][C:2]1[CH:3]=[CH:4][C:5]2[O:10][C:9]([CH3:12])([CH3:11])[C:8](=[O:13])[N:7]([CH2:14][CH2:15][CH2:16][O:17][CH3:18])[C:6]=2[CH:19]=1.[CH3:20][C:21](O)=O.[BH3-][C:25]#N.[Na+].[OH-].[Na+]. (2) Given the product [C:3]1([C:26]2[CH:31]=[CH:30][CH:29]=[CH:28][CH:27]=2)[CH:4]=[CH:5][C:6]([C:9]([N:11]2[CH2:17][C:16]3[CH:18]=[CH:19][CH:20]=[N:21][C:15]=3[N:14]([CH3:32])[C:13]3[CH:22]=[CH:23][CH:24]=[CH:25][C:12]2=3)=[O:10])=[CH:7][CH:8]=1, predict the reactants needed to synthesize it. The reactants are: [H-].[Na+].[C:3]1([C:26]2[CH:31]=[CH:30][CH:29]=[CH:28][CH:27]=2)[CH:8]=[CH:7][C:6]([C:9]([N:11]2[CH2:17][C:16]3[CH:18]=[CH:19][CH:20]=[N:21][C:15]=3[NH:14][C:13]3[CH:22]=[CH:23][CH:24]=[CH:25][C:12]2=3)=[O:10])=[CH:5][CH:4]=1.[CH3:32]I. (3) Given the product [N:3]1([C:9]2([C:13]([O:15][CH2:16][CH3:17])=[O:14])[CH2:12][CH2:11][CH2:10]2)[CH:7]=[CH:6][CH:5]=[N:4]1, predict the reactants needed to synthesize it. The reactants are: [H-].[Na+].[NH:3]1[CH:7]=[CH:6][CH:5]=[N:4]1.Br[C:9]1([C:13]([O:15][CH2:16][CH3:17])=[O:14])[CH2:12][CH2:11][CH2:10]1.CN(P(N(C)C)(N(C)C)=O)C. (4) Given the product [CH3:30][O:31][C:32]1[CH:37]=[CH:36][N:35]=[C:34]([CH2:38][CH2:39][C:40]2[NH:49][C:43]3=[N:44][CH:45]=[C:46]([C:2]4[CH:3]=[CH:4][C:5]([S:8]([N:11]5[CH2:16][CH2:15][N:14]([C:17]6[CH:22]=[CH:21][C:20]([C:23]#[N:24])=[CH:19][CH:18]=6)[CH2:13][CH2:12]5)(=[O:9])=[O:10])=[CH:6][CH:7]=4)[CH:47]=[C:42]3[N:41]=2)[CH:33]=1, predict the reactants needed to synthesize it. The reactants are: Br[C:2]1[CH:7]=[CH:6][C:5]([S:8]([N:11]2[CH2:16][CH2:15][N:14]([C:17]3[CH:22]=[CH:21][C:20]([C:23]#[N:24])=[CH:19][CH:18]=3)[CH2:13][CH2:12]2)(=[O:10])=[O:9])=[CH:4][CH:3]=1.C([O-])(=O)C.[K+].[CH3:30][O:31][C:32]1[CH:37]=[CH:36][N:35]=[C:34]([CH2:38][CH2:39][C:40]2[NH:49][C:43]3=[N:44][CH:45]=[C:46](I)[CH:47]=[C:42]3[N:41]=2)[CH:33]=1.C(=O)([O-])[O-].[K+].[K+].[Cl-].[Li+]. (5) Given the product [ClH:46].[Cl:46][C:43]1[CH:42]=[CH:41][C:40]([C@@H:38]2[CH2:39][N:35]([CH:33]3[CH2:54][CH2:55][O:50][CH2:51][CH2:52]3)[CH2:36][C@H:37]2[C:47]([N:12]2[CH2:13][C@@H:9]([N:8]([CH:5]3[CH2:6][CH2:7][C:2]([CH3:1])([CH3:27])[CH2:3][CH2:4]3)[C:20]([C@@H:22]3[CH2:26][CH2:25][CH2:24][O:23]3)=[O:21])[CH2:10][C@H:11]2[C:14]([N:16]([CH2:18][CH3:19])[CH3:17])=[O:15])=[O:49])=[CH:45][CH:44]=1, predict the reactants needed to synthesize it. The reactants are: [CH3:1][C:2]1([CH3:27])[CH2:7][CH2:6][CH:5]([N:8]([C:20]([CH:22]2[CH2:26][CH2:25][CH2:24][O:23]2)=[O:21])[C@@H:9]2[CH2:13][NH:12][C@H:11]([C:14]([N:16]([CH2:18][CH3:19])[CH3:17])=[O:15])[CH2:10]2)[CH2:4][CH2:3]1.C(O[C:33]([N:35]1[CH2:39][C@@H:38]([C:40]2[CH:45]=[CH:44][C:43]([Cl:46])=[CH:42][CH:41]=2)[C@H:37]([C:47]([OH:49])=O)[CH2:36]1)=O)(C)(C)C.[O:50]1[CH2:55][CH2:54]C(=O)[CH2:52][CH2:51]1. (6) Given the product [C:55](/[N:47]=[C:46](/[NH:45][CH3:44])\[NH:1][CH2:2][CH2:3][CH2:4][C:5]1([C:24]2[CH:29]=[CH:28][CH:27]=[CH:26][CH:25]=2)[N:9]([C:10]([N:12]([O:14][CH3:15])[CH3:13])=[O:11])[N:8]=[C:7]([C:16]2[CH:21]=[C:20]([F:22])[CH:19]=[CH:18][C:17]=2[F:23])[S:6]1)#[N:56], predict the reactants needed to synthesize it. The reactants are: [NH2:1][CH2:2][CH2:3][CH2:4][C:5]1([C:24]2[CH:29]=[CH:28][CH:27]=[CH:26][CH:25]=2)[N:9]([C:10]([N:12]([O:14][CH3:15])[CH3:13])=[O:11])[N:8]=[C:7]([C:16]2[CH:21]=[C:20]([F:22])[CH:19]=[CH:18][C:17]=2[F:23])[S:6]1.C(N(CC)CC)C.C1C=CC(O[C:44](OC2C=CC=CC=2)=[N:45][C:46]#[N:47])=CC=1.[CH3:55][NH2:56].